From a dataset of Full USPTO retrosynthesis dataset with 1.9M reactions from patents (1976-2016). Predict the reactants needed to synthesize the given product. (1) The reactants are: [C:1]([NH:11][C@H:12]([C:16]([O:18][CH2:19][CH2:20][CH2:21][C:22]([CH3:36])([CH3:35])[C:23]([O:25]CC1C=CC(OC)=CC=1)=[O:24])=[O:17])[CH:13]([CH3:15])[CH3:14])([O:3][CH2:4][C:5]1[CH:10]=[CH:9][CH:8]=[CH:7][CH:6]=1)=[O:2].FC(F)(F)C(O)=O. Given the product [C:1]([NH:11][C@H:12]([C:16]([O:18][CH2:19][CH2:20][CH2:21][C:22]([CH3:36])([CH3:35])[C:23]([OH:25])=[O:24])=[O:17])[CH:13]([CH3:14])[CH3:15])([O:3][CH2:4][C:5]1[CH:10]=[CH:9][CH:8]=[CH:7][CH:6]=1)=[O:2], predict the reactants needed to synthesize it. (2) Given the product [Cl:18][C:12]1[C:11]([NH:10][C:8]([C:7]2[C:2]([NH:43][CH:40]3[CH2:42][CH2:41]3)=[N:3][CH:4]=[CH:5][CH:6]=2)=[O:9])=[C:16]([CH3:17])[CH:15]=[CH:14][N:13]=1, predict the reactants needed to synthesize it. The reactants are: Cl[C:2]1[C:7]([C:8]([NH:10][C:11]2[C:12]([Cl:18])=[N:13][CH:14]=[CH:15][C:16]=2[CH3:17])=[O:9])=[CH:6][CH:5]=[CH:4][N:3]=1.O.O.O.O.O.O.O.O.O.O.O.O.P([O-])([O-])([O-])=O.[Na+].[Na+].[Na+].[Na+].[CH:40]1([NH2:43])[CH2:42][CH2:41]1.